This data is from Catalyst prediction with 721,799 reactions and 888 catalyst types from USPTO. The task is: Predict which catalyst facilitates the given reaction. The catalyst class is: 25. Reactant: [C:1]([C:4]1[CH:5]([C:20]2[CH:25]=[CH:24][C:23]([Cl:26])=[CH:22][CH:21]=2)[N:6]([C:11]2[CH:12]=[C:13]([Cl:19])[C:14](=[O:18])[N:15]([CH3:17])[CH:16]=2)[C:7](=[O:10])[C:8]=1O)(=O)[CH3:2].Cl.[CH:28]([NH:31][NH2:32])([CH3:30])[CH3:29]. Product: [Cl:19][C:13]1[C:14](=[O:18])[N:15]([CH3:17])[CH:16]=[C:11]([N:6]2[CH:5]([C:20]3[CH:21]=[CH:22][C:23]([Cl:26])=[CH:24][CH:25]=3)[C:4]3[C:1]([CH3:2])=[N:32][N:31]([CH:28]([CH3:30])[CH3:29])[C:8]=3[C:7]2=[O:10])[CH:12]=1.